From a dataset of Cav3 T-type calcium channel HTS with 100,875 compounds. Binary Classification. Given a drug SMILES string, predict its activity (active/inactive) in a high-throughput screening assay against a specified biological target. (1) The result is 0 (inactive). The compound is S(=O)(=O)(NCc1occc1)c1ccc(C(=O)NC2CCCCC2)cc1. (2) The molecule is S(=O)(=O)(N1CCCC1)c1cc(C(=O)N2CCN(CC2)c2ccccc2)ccc1. The result is 0 (inactive). (3) The molecule is O=C1N(CC(CC)C)C(=C(C(N1)CCc1ccccc1)C(=O)C)C. The result is 0 (inactive).